This data is from Reaction yield outcomes from USPTO patents with 853,638 reactions. The task is: Predict the reaction yield, written as a fraction of the theoretical maximum amount of product (1.0 means a 100% yield; for example, 0.34 means a 34% yield). (1) The reactants are Cl[C:2]1[N:3]=[C:4]2[CH:12]=[CH:11][N:10]=[CH:9][C:5]2=[N:6][C:7]=1[Cl:8].[F:13][CH:14]([F:17])[CH2:15][NH2:16].CCN(C(C)C)C(C)C. The catalyst is O1CCOCC1. The product is [Cl:8][C:7]1[N:6]=[C:5]2[CH:9]=[N:10][CH:11]=[CH:12][C:4]2=[N:3][C:2]=1[NH:16][CH2:15][CH:14]([F:17])[F:13]. The yield is 0.850. (2) The reactants are [Si:1]([CH2:11][CH2:12][CH2:13][NH:14][C:15]([NH:17][CH2:18][CH2:19]Cl)=[O:16])([O:8][CH2:9][CH3:10])([O:5][CH2:6][CH3:7])[O:2][CH2:3][CH3:4].[C:21]([O-])(=[S:23])C.[K+]. The catalyst is C(O)C. The product is [Si:1]([CH2:11][CH2:12][CH2:13][NH:14][C:15]([NH:17][CH2:18][CH2:19][S:23][CH3:21])=[O:16])([O:8][CH2:9][CH3:10])([O:5][CH2:6][CH3:7])[O:2][CH2:3][CH3:4]. The yield is 0.890. (3) The reactants are O.[Cl:2][C:3]1[CH:8]=[C:7]([CH:9]2[CH2:18][CH2:17][C:12]3(OCC[O:13]3)[CH2:11][CH2:10]2)[CH:6]=[CH:5][C:4]=1[NH:19][C:20](=[O:29])[O:21][CH2:22][C:23]1[CH:28]=[CH:27][CH:26]=[CH:25][CH:24]=1.[OH-].[Na+].C(OCC)(=O)C. The catalyst is C(O)(C(F)(F)F)=O. The product is [Cl:2][C:3]1[CH:8]=[C:7]([CH:9]2[CH2:18][CH2:17][C:12](=[O:13])[CH2:11][CH2:10]2)[CH:6]=[CH:5][C:4]=1[NH:19][C:20](=[O:29])[O:21][CH2:22][C:23]1[CH:24]=[CH:25][CH:26]=[CH:27][CH:28]=1. The yield is 0.990. (4) The reactants are [N:1]12[CH2:8][CH2:7][C:4]([C:9]([C:19]3[CH:24]=[CH:23][CH:22]=[C:21]([O:25][CH3:26])[CH:20]=3)([C:11]3[CH:16]=[CH:15][CH:14]=[C:13]([O:17][CH3:18])[CH:12]=3)[OH:10])([CH2:5][CH2:6]1)[CH2:3][CH2:2]2.[C:27]1([CH2:33][O:34][CH2:35][CH2:36][Br:37])[CH:32]=[CH:31][CH:30]=[CH:29][CH:28]=1. The catalyst is CC#N. The product is [Br-:37].[OH:10][C:9]([C:19]1[CH:24]=[CH:23][CH:22]=[C:21]([O:25][CH3:26])[CH:20]=1)([C:11]1[CH:16]=[CH:15][CH:14]=[C:13]([O:17][CH3:18])[CH:12]=1)[C:4]12[CH2:5][CH2:6][N+:1]([CH2:36][CH2:35][O:34][CH2:33][C:27]3[CH:32]=[CH:31][CH:30]=[CH:29][CH:28]=3)([CH2:2][CH2:3]1)[CH2:8][CH2:7]2. The yield is 0.338. (5) The product is [Cl:15][C:12]1[CH:11]=[CH:10][C:9]([CH2:8][N:7]([CH2:6][C@@H:5]([C@:16]23[CH2:51][C:50](=[O:52])[C:49]([CH:53]([CH3:54])[CH3:55])=[C:17]2[C@@H:18]2[C@@:31]([CH3:34])([CH2:32][CH2:33]3)[C@@:30]3([CH3:35])[C@@H:21]([C@:22]4([CH3:48])[C@@H:27]([CH2:28][CH2:29]3)[C:26]([CH3:36])([CH3:37])[C@@H:25]([O:38][C:39](=[O:47])[CH2:40][C:41]([CH3:46])([CH3:45])[C:42]([OH:44])=[O:43])[CH2:24][CH2:23]4)[CH2:20][CH2:19]2)[OH:4])[C:56](=[O:59])[CH3:62])=[CH:14][CH:13]=1. The reactants are C([O:4][C@H:5]([C@:16]12[CH2:51][C:50](=[O:52])[C:49]([CH:53]([CH3:55])[CH3:54])=[C:17]1[C@@H:18]1[C@@:31]([CH3:34])([CH2:32][CH2:33]2)[C@@:30]2([CH3:35])[C@@H:21]([C@:22]3([CH3:48])[C@@H:27]([CH2:28][CH2:29]2)[C:26]([CH3:37])([CH3:36])[C@@H:25]([O:38][C:39](=[O:47])[CH2:40][C:41]([CH3:46])([CH3:45])[C:42]([OH:44])=[O:43])[CH2:24][CH2:23]3)[CH2:20][CH2:19]1)[CH2:6][NH:7][CH2:8][C:9]1[CH:14]=[CH:13][C:12]([Cl:15])=[CH:11][CH:10]=1)(=O)C.[C:56]([O-:59])([O-])=O.[Na+].[Na+].[CH3:62]O. The yield is 0.300. No catalyst specified. (6) The reactants are [Br:1][C:2]1[CH:3]=[C:4]([CH2:8][N:9]2C(=O)C3C(=CC=CC=3)C2=O)[CH:5]=[N:6][CH:7]=1.O.NN. The catalyst is CCO. The product is [Br:1][C:2]1[CH:3]=[C:4]([CH2:8][NH2:9])[CH:5]=[N:6][CH:7]=1. The yield is 0.977. (7) The reactants are CO[CH2:3][N:4]([CH2:10][C:11]1[CH:16]=[CH:15][CH:14]=[CH:13][CH:12]=1)[CH2:5][Si](C)(C)C.[Cl:17][C:18]1[CH:19]=[C:20](/[CH:25]=[CH:26]/[C:27](=[O:29])[CH3:28])[CH:21]=[CH:22][C:23]=1[Cl:24].FC(F)(F)C(O)=O. The catalyst is C(Cl)Cl. The product is [CH2:10]([N:4]1[CH2:3][CH:25]([C:20]2[CH:21]=[CH:22][C:23]([Cl:24])=[C:18]([Cl:17])[CH:19]=2)[CH:26]([C:27](=[O:29])[CH3:28])[CH2:5]1)[C:11]1[CH:12]=[CH:13][CH:14]=[CH:15][CH:16]=1. The yield is 0.880. (8) The reactants are Cl.Cl.[CH3:3][C@@H:4]1[CH2:8][CH2:7][CH2:6][N:5]1[CH2:9][CH2:10][CH2:11][O:12][C:13]1[CH:25]=[CH:24][C:16]([O:17][CH:18]2[CH2:23][CH2:22][NH:21][CH2:20][CH2:19]2)=[CH:15][CH:14]=1.[Cl:26]CCl.[CH:29]1([C:33](Cl)=[O:34])[CH2:32][CH2:31][CH2:30]1. The catalyst is C(N(CC)CC)C. The product is [ClH:26].[CH:29]1([C:33]([N:21]2[CH2:20][CH2:19][CH:18]([O:17][C:16]3[CH:24]=[CH:25][C:13]([O:12][CH2:11][CH2:10][CH2:9][N:5]4[CH2:6][CH2:7][CH2:8][C@H:4]4[CH3:3])=[CH:14][CH:15]=3)[CH2:23][CH2:22]2)=[O:34])[CH2:32][CH2:31][CH2:30]1. The yield is 0.390. (9) The reactants are [CH3:1][C:2]([CH3:8])([CH3:7])[CH2:3][C:4](Cl)=[O:5].[Br:9][C:10]1[CH:15]=[CH:14][C:13]([NH2:16])=[C:12]([C:17]([F:20])([F:19])[F:18])[CH:11]=1.O. The catalyst is C(#N)C. The product is [Br:9][C:10]1[CH:15]=[CH:14][C:13]([NH:16][C:4](=[O:5])[CH2:3][C:2]([CH3:8])([CH3:7])[CH3:1])=[C:12]([C:17]([F:18])([F:19])[F:20])[CH:11]=1. The yield is 0.790.